Dataset: Forward reaction prediction with 1.9M reactions from USPTO patents (1976-2016). Task: Predict the product of the given reaction. The product is: [O:10]=[C:4]1[CH2:3][CH:2]2[N:9]([CH2:12][C:13]3[CH:22]=[CH:21][C:16]([C:17]([O:19][CH3:20])=[O:18])=[CH:15][CH:14]=3)[CH:6]([CH2:7][CH2:8]2)[CH2:5]1. Given the reactants Cl.[CH:2]12[NH:9][CH:6]([CH2:7][CH2:8]1)[CH2:5][C:4](=[O:10])[CH2:3]2.Br[CH2:12][C:13]1[CH:22]=[CH:21][C:16]([C:17]([O:19][CH3:20])=[O:18])=[CH:15][CH:14]=1.C(=O)([O-])[O-].[K+].[K+], predict the reaction product.